This data is from Catalyst prediction with 721,799 reactions and 888 catalyst types from USPTO. The task is: Predict which catalyst facilitates the given reaction. (1) Product: [Br:1][C:2]1[CH:7]=[C:6]([O:8][CH2:10][CH:11]2[CH2:13][CH2:12]2)[CH:5]=[CH:4][N:3]=1. The catalyst class is: 3. Reactant: [Br:1][C:2]1[CH:7]=[C:6]([OH:8])[CH:5]=[CH:4][N:3]=1.Br[CH2:10][CH:11]1[CH2:13][CH2:12]1.C(=O)([O-])[O-].[Cs+].[Cs+]. (2) Reactant: [N+:1]([C:4]1[CH:9]=[C:8]([N+:10]([O-:12])=[O:11])[CH:7]=[CH:6][C:5]=1[S:13](Cl)(=[O:15])=[O:14])([O-:3])=[O:2].[CH:17]([NH2:20])([CH3:19])[CH3:18].N1C=CC=CC=1. Product: [N+:1]([C:4]1[CH:9]=[C:8]([N+:10]([O-:12])=[O:11])[CH:7]=[CH:6][C:5]=1[S:13]([NH:20][CH:17]([CH3:19])[CH3:18])(=[O:15])=[O:14])([O-:3])=[O:2]. The catalyst class is: 2. (3) Reactant: [OH:1][CH2:2][C@H:3]1[CH2:8][CH2:7][CH2:6][CH2:5][NH:4]1.S(O[CH2:14][CH2:15][C:16]1[CH:21]=[CH:20][C:19]2[O:22][CH2:23][O:24][C:18]=2[CH:17]=1)(=O)(=O)C.C(=O)([O-])[O-].[Na+].[Na+].[I-].[Na+]. Product: [OH:1][CH2:2][C@H:3]1[CH2:8][CH2:7][CH2:6][CH2:5][N:4]1[CH2:14][CH2:15][C:16]1[CH:21]=[CH:20][C:19]2[O:22][CH2:23][O:24][C:18]=2[CH:17]=1. The catalyst class is: 10. (4) Reactant: [NH2:1][C:2]1[CH:9]=[CH:8][CH:7]=[C:6]([O:10][CH2:11][CH:12]2[CH2:16][CH2:15][CH2:14][CH2:13]2)[C:3]=1[C:4]#[N:5].[C:17]([O:23][CH2:24][CH3:25])(=[O:22])[CH2:18][C:19]([CH3:21])=O.Cl[Sn](Cl)(Cl)Cl. Product: [NH2:5][C:4]1[C:3]2[C:2](=[CH:9][CH:8]=[CH:7][C:6]=2[O:10][CH2:11][CH:12]2[CH2:16][CH2:15][CH2:14][CH2:13]2)[N:1]=[C:19]([CH3:21])[C:18]=1[C:17]([O:23][CH2:24][CH3:25])=[O:22]. The catalyst class is: 11. (5) Product: [Br:33][C:34]1[N:39]2[CH:40]=[CH:41][N:42]=[C:38]2[C:37]([NH:56][C:53]2[CH:54]=[CH:55][C:50]([C:47]3[N:48]=[N:49][N:45]([CH3:44])[N:46]=3)=[CH:51][CH:52]=2)=[N:36][CH:35]=1. Reactant: OC1C=CC(CNC(=O)C2C=CC(NC3C4N(C=CN=4)C(C4C=NNC=4)=CN=3)=CC=2)=CC=1.[Br:33][C:34]1[N:39]2[CH:40]=[CH:41][N:42]=[C:38]2[C:37](Br)=[N:36][CH:35]=1.[CH3:44][N:45]1[N:49]=[N:48][C:47]([C:50]2[CH:55]=[CH:54][C:53]([NH2:56])=[CH:52][CH:51]=2)=[N:46]1.CC([O-])(C)C.[Na+].CC1(C)C2C(=C(P(C3C=CC=CC=3)C3C=CC=CC=3)C=CC=2)OC2C(P(C3C=CC=CC=3)C3C=CC=CC=3)=CC=CC1=2. The catalyst class is: 187.